Dataset: Forward reaction prediction with 1.9M reactions from USPTO patents (1976-2016). Task: Predict the product of the given reaction. (1) Given the reactants [Cl:1][C:2]1[CH:7]=[CH:6][C:5]([C@H:8]2[N:15]3[C:11]([S:12][C:13]([C:19]([N:21]4[CH2:28][CH2:27][CH2:26][C@H:22]4[C:23]([OH:25])=O)=[O:20])=[C:14]3[CH:16]([CH3:18])[CH3:17])=[N:10][C@:9]2([C:30]2[CH:35]=[CH:34][C:33]([Cl:36])=[CH:32][CH:31]=2)[CH3:29])=[CH:4][CH:3]=1.[F:37][C:38]([F:47])([F:46])[CH2:39][N:40]1[CH2:45][CH2:44][NH:43][CH2:42][CH2:41]1, predict the reaction product. The product is: [Cl:1][C:2]1[CH:3]=[CH:4][C:5]([C@H:8]2[N:15]3[C:11]([S:12][C:13]([C:19]([N:21]4[CH2:28][CH2:27][CH2:26][C@H:22]4[C:23]([N:43]4[CH2:42][CH2:41][N:40]([CH2:39][C:38]([F:46])([F:47])[F:37])[CH2:45][CH2:44]4)=[O:25])=[O:20])=[C:14]3[CH:16]([CH3:18])[CH3:17])=[N:10][C@:9]2([C:30]2[CH:31]=[CH:32][C:33]([Cl:36])=[CH:34][CH:35]=2)[CH3:29])=[CH:6][CH:7]=1. (2) Given the reactants [Cl:1][C:2]1[CH:7]=[CH:6][C:5]([N:8]2[C:12]([CH3:13])=[C:11]([C:14](Cl)=[O:15])[CH:10]=[N:9]2)=[CH:4][CH:3]=1.[CH2:17]([N:24]1[CH2:29][CH2:28][CH:27]([NH2:30])[CH2:26][CH2:25]1)[C:18]1[CH:23]=[CH:22][CH:21]=[CH:20][CH:19]=1, predict the reaction product. The product is: [CH2:17]([N:24]1[CH2:29][CH2:28][CH:27]([NH:30][C:14]([C:11]2[CH:10]=[N:9][N:8]([C:5]3[CH:6]=[CH:7][C:2]([Cl:1])=[CH:3][CH:4]=3)[C:12]=2[CH3:13])=[O:15])[CH2:26][CH2:25]1)[C:18]1[CH:19]=[CH:20][CH:21]=[CH:22][CH:23]=1. (3) Given the reactants OCC(=C)C(OC)=O.C1N2CCN(CC2)C1.B(O)(O)O.COC1C=CC(O)=CC=1.CC1(C)N([O])C(C)(C)CC(O)C1.C(O)C=C.[CH2:46]([O:49][CH2:50][C:51](=[CH2:56])[C:52]([O:54][CH3:55])=[O:53])[CH:47]=[CH2:48], predict the reaction product. The product is: [CH2:46]([O:49][CH2:50][C:51](=[CH2:56])[C:52]([O:54][CH3:55])=[O:53])[CH:47]=[CH2:48].[CH3:46][O:49][CH2:50][C:51](=[CH2:56])[C:52]([O:54][CH3:55])=[O:53]. (4) Given the reactants N#N.Cl[CH2:4][C:5]1[N:6]=[C:7]([C:10]2([CH3:15])[O:14][CH2:13][CH2:12][O:11]2)[S:8][CH:9]=1.[N+:16]([C:19]1[CH:23]=[N:22][NH:21][N:20]=1)([O-:18])=[O:17].CCN(C(C)C)C(C)C, predict the reaction product. The product is: [CH3:15][C:10]1([C:7]2[S:8][CH:9]=[C:5]([CH2:4][N:21]3[N:20]=[C:19]([N+:16]([O-:18])=[O:17])[CH:23]=[N:22]3)[N:6]=2)[O:14][CH2:13][CH2:12][O:11]1. (5) Given the reactants C1C=C(Cl)C=C(C(OO)=[O:9])C=1.[Br:12][C:13]1[S:17][C:16]([C:18]([C@H:20]2[CH2:25][CH2:24][C@H:23]([C:26]([O:28][CH2:29][CH3:30])=[O:27])[CH2:22][CH2:21]2)=[CH2:19])=[N:15][CH:14]=1, predict the reaction product. The product is: [Br:12][C:13]1[S:17][C:16]([C:18]2([C@H:20]3[CH2:25][CH2:24][C@H:23]([C:26]([O:28][CH2:29][CH3:30])=[O:27])[CH2:22][CH2:21]3)[CH2:19][O:9]2)=[N:15][CH:14]=1. (6) Given the reactants [Br:1][C:2]1[CH:28]=[CH:27][C:5]([CH2:6][N:7]2[C:11]3[CH:12]=[C:13]([O:16]C)[CH:14]=[CH:15][C:10]=3[N:9]=[C:8]2[CH2:18][C:19]([CH3:26])([CH3:25])[C:20]([O:22][CH2:23][CH3:24])=[O:21])=[CH:4][CH:3]=1.B(Br)(Br)Br.C([O-])(O)=O.[Na+], predict the reaction product. The product is: [Br:1][C:2]1[CH:3]=[CH:4][C:5]([CH2:6][N:7]2[C:11]3[CH:12]=[C:13]([OH:16])[CH:14]=[CH:15][C:10]=3[N:9]=[C:8]2[CH2:18][C:19]([CH3:25])([CH3:26])[C:20]([O:22][CH2:23][CH3:24])=[O:21])=[CH:27][CH:28]=1. (7) Given the reactants [NH2:1][C:2]1[C:3]([Cl:19])=[N:4][C:5]2[C:10]([C:11]=1[NH:12][CH2:13][C:14]([CH3:17])([OH:16])[CH3:15])=[CH:9][CH:8]=[C:7]([Br:18])[CH:6]=2.[N:20]#[C:21]Br, predict the reaction product. The product is: [BrH:18].[NH2:20][C:21]1[N:12]([CH2:13][C:14]([CH3:17])([OH:16])[CH3:15])[C:11]2[C:10]3[CH:9]=[CH:8][C:7]([Br:18])=[CH:6][C:5]=3[N:4]=[C:3]([Cl:19])[C:2]=2[N:1]=1.